Task: Predict which catalyst facilitates the given reaction.. Dataset: Catalyst prediction with 721,799 reactions and 888 catalyst types from USPTO Reactant: [N:1]1([C:7]([C:20]2[S:21][CH:22]=[CH:23][CH:24]=2)([CH3:19])[C:8]([O:10][C@@H:11]2[CH:16]3[CH2:17][CH2:18][N:13]([CH2:14][CH2:15]3)[CH2:12]2)=[O:9])[CH2:6][CH2:5][CH2:4][CH2:3][CH2:2]1.[Br:25][CH2:26][C:27]([N:29]([C:31]1[CH:36]=[CH:35][CH:34]=[C:33]([F:37])[CH:32]=1)[CH3:30])=[O:28].C(OCC)C. Product: [Br-:25].[F:37][C:33]1[CH:32]=[C:31]([N:29]([CH3:30])[C:27](=[O:28])[CH2:26][N+:13]23[CH2:14][CH2:15][CH:16]([CH2:17][CH2:18]2)[C@@H:11]([O:10][C:8](=[O:9])[C:7]([N:1]2[CH2:2][CH2:3][CH2:4][CH2:5][CH2:6]2)([C:20]2[S:21][CH:22]=[CH:23][CH:24]=2)[CH3:19])[CH2:12]3)[CH:36]=[CH:35][CH:34]=1. The catalyst class is: 10.